Dataset: Catalyst prediction with 721,799 reactions and 888 catalyst types from USPTO. Task: Predict which catalyst facilitates the given reaction. (1) Reactant: C([O:3][C:4](=[O:17])[CH2:5][C:6]1[N:7]=[C:8]([CH:11]2[CH2:16][CH2:15][CH2:14][CH2:13][CH2:12]2)[O:9][CH:10]=1)C.O[Li].O. Product: [CH:11]1([C:8]2[O:9][CH:10]=[C:6]([CH2:5][C:4]([OH:17])=[O:3])[N:7]=2)[CH2:12][CH2:13][CH2:14][CH2:15][CH2:16]1. The catalyst class is: 24. (2) Reactant: [CH2:1]([P:3]([O-:9])[O:4][CH2:5][CH2:6][CH2:7][CH3:8])[CH3:2].C([Li])CCC.B(F)(F)F.[CH3:19][CH2:20][O:21]CC.C1OC1.[Cl-].[NH4+]. Product: [CH2:1]([P:3]([CH2:19][CH2:20][OH:21])(=[O:9])[O:4][CH2:5][CH2:6][CH2:7][CH3:8])[CH3:2]. The catalyst class is: 345. (3) Reactant: [NH2:1][CH2:2][C:3]([CH3:40])([CH3:39])[CH2:4][NH:5][C:6](=[O:38])[C:7]1[CH:12]=[CH:11][C:10]([NH:13][C:14]2[N:19]=[C:18]([NH:20][C:21]3([C:24]4[CH:29]=[CH:28][C:27]([Cl:30])=[CH:26][CH:25]=4)[CH2:23][CH2:22]3)[N:17]=[C:16]([O:31][CH2:32][C:33]([F:36])([F:35])[F:34])[N:15]=2)=[C:9]([F:37])[CH:8]=1.[CH3:41][N:42]([CH3:48])[C:43](=[O:47])[C:44](O)=[O:45].F[B-](F)(F)F.N1(OC(N(C)C)=[N+](C)C)C2C=CC=CC=2N=N1.CCN(C(C)C)C(C)C. Product: [Cl:30][C:27]1[CH:28]=[CH:29][C:24]([C:21]2([NH:20][C:18]3[N:17]=[C:16]([O:31][CH2:32][C:33]([F:35])([F:36])[F:34])[N:15]=[C:14]([NH:13][C:10]4[CH:11]=[CH:12][C:7]([C:6]([NH:5][CH2:4][C:3]([CH3:40])([CH3:39])[CH2:2][NH:1][C:44](=[O:45])[C:43]([N:42]([CH3:48])[CH3:41])=[O:47])=[O:38])=[CH:8][C:9]=4[F:37])[N:19]=3)[CH2:23][CH2:22]2)=[CH:25][CH:26]=1. The catalyst class is: 3. (4) Reactant: [Cl:1][C:2]1[CH:3]=[C:4]([C:8]2[C:12]([NH2:13])=[CH:11][NH:10][N:9]=2)[CH:5]=[CH:6][CH:7]=1.[N:14]1[N:18]2[CH:19]=[CH:20][CH:21]=[N:22][C:17]2=[C:16]([C:23](O)=[O:24])[CH:15]=1.C(N(CC)C(C)C)(C)C. Product: [Cl:1][C:2]1[CH:3]=[C:4]([C:8]2[C:12]([NH:13][C:23]([C:16]3[CH:15]=[N:14][N:18]4[CH:19]=[CH:20][CH:21]=[N:22][C:17]=34)=[O:24])=[CH:11][NH:10][N:9]=2)[CH:5]=[CH:6][CH:7]=1. The catalyst class is: 468. (5) Reactant: [OH:1][C:2]([C:20]1[CH:25]=[CH:24][CH:23]=[CH:22][CH:21]=1)([CH:12]1[CH:17]2[CH2:18][CH2:19][N:14]([CH2:15][CH2:16]2)[CH2:13]1)[CH2:3][CH2:4][C:5]1[CH:10]=[CH:9][CH:8]=[CH:7][C:6]=1[OH:11].[O:26]1[CH2:31][CH2:30][CH:29]([CH2:32]O)[CH2:28][CH2:27]1.C1C=CC(P(C2C=CC=CC=2)C2C=CC=CC=2)=CC=1.CCOC(/N=N/C(OCC)=O)=O. Product: [C:20]1([C:2]([CH:12]2[CH:17]3[CH2:16][CH2:15][N:14]([CH2:19][CH2:18]3)[CH2:13]2)([OH:1])[CH2:3][CH2:4][C:5]2[CH:10]=[CH:9][CH:8]=[CH:7][C:6]=2[O:11][CH2:32][CH:29]2[CH2:30][CH2:31][O:26][CH2:27][CH2:28]2)[CH:25]=[CH:24][CH:23]=[CH:22][CH:21]=1. The catalyst class is: 7. (6) Product: [C:31]([NH:1][C:2]1[S:3][C:4]2[CH:10]=[C:9]([O:11][C:12]3[CH:13]=[C:14]([NH:18][C:19](=[O:24])[C:20]([F:23])([F:21])[F:22])[CH:15]=[CH:16][CH:17]=3)[CH:8]=[CH:7][C:5]=2[N:6]=1)(=[O:33])[CH3:32]. The catalyst class is: 54. Reactant: [NH2:1][C:2]1[S:3][C:4]2[CH:10]=[C:9]([O:11][C:12]3[CH:13]=[C:14]([NH:18][C:19](=[O:24])[C:20]([F:23])([F:22])[F:21])[CH:15]=[CH:16][CH:17]=3)[CH:8]=[CH:7][C:5]=2[N:6]=1.N1C=CC=CC=1.[C:31](Cl)(=[O:33])[CH3:32].O. (7) Reactant: [CH2:1]([C:8]1[N:9]([CH2:20][C:21]2[CH:26]=[CH:25][C:24]([C:27]3[CH:32]=[CH:31][CH:30]=[CH:29][CH:28]=3)=[CH:23][CH:22]=2)[N:10]=[C:11]2[C:16]=1[C:15](=[O:17])[N:14]([CH3:18])[C:13](Cl)=[N:12]2)[C:2]1[CH:7]=[CH:6][CH:5]=[CH:4][CH:3]=1.[NH2:33][C:34]([CH3:38])([CH3:37])[CH2:35][OH:36]. The catalyst class is: 3. Product: [CH2:1]([C:8]1[N:9]([CH2:20][C:21]2[CH:26]=[CH:25][C:24]([C:27]3[CH:32]=[CH:31][CH:30]=[CH:29][CH:28]=3)=[CH:23][CH:22]=2)[N:10]=[C:11]2[C:16]=1[C:15](=[O:17])[N:14]([CH3:18])[C:13](=[N:33][C:34]([CH3:38])([CH3:37])[CH2:35][OH:36])[NH:12]2)[C:2]1[CH:7]=[CH:6][CH:5]=[CH:4][CH:3]=1. (8) Reactant: [Cl:1][C:2]1[CH:8]=[C:7]([O:9][C:10]2[C:19]3[C:14](=[CH:15][C:16]([O:22][CH3:23])=[C:17]([O:20][CH3:21])[CH:18]=3)[N:13]=[CH:12][N:11]=2)[CH:6]=[CH:5][C:3]=1[NH2:4].C1(C)C=CC=CC=1.C(N(CC)CC)C.Cl[C:39](Cl)([O:41]C(=O)OC(Cl)(Cl)Cl)Cl.[F:50][C:51]1[CH:59]=[C:58]([F:60])[C:57]([F:61])=[CH:56][C:52]=1[CH:53]([OH:55])[CH3:54]. Product: [Cl:1][C:2]1[CH:8]=[C:7]([O:9][C:10]2[C:19]3[C:14](=[CH:15][C:16]([O:22][CH3:23])=[C:17]([O:20][CH3:21])[CH:18]=3)[N:13]=[CH:12][N:11]=2)[CH:6]=[CH:5][C:3]=1[NH:4][C:39](=[O:41])[O:55][CH:53]([C:52]1[CH:56]=[C:57]([F:61])[C:58]([F:60])=[CH:59][C:51]=1[F:50])[CH3:54]. The catalyst class is: 2.